This data is from Catalyst prediction with 721,799 reactions and 888 catalyst types from USPTO. The task is: Predict which catalyst facilitates the given reaction. (1) Reactant: [Li+].CC([N-]C(C)C)C.[CH3:9][C:10]1[N:11]=[N:12][CH:13]=[CH:14][CH:15]=1.C([Si](C)(C)[O:21][CH2:22][CH2:23][CH:24]1[CH2:32][C:31]2[C:26](=[CH:27][CH:28]=[C:29]([F:33])[CH:30]=2)[C:25]1=O)(C)(C)C. Product: [F:33][C:29]1[CH:30]=[C:31]2[C:26]([C:25]([CH2:9][C:10]3[N:11]=[N:12][CH:13]=[CH:14][CH:15]=3)=[C:24]([CH2:23][CH2:22][OH:21])[CH2:32]2)=[CH:27][CH:28]=1. The catalyst class is: 1. (2) Reactant: [Cl:1][C:2]1[C:3]([CH3:36])=[N:4][O:5][C:6]=1[N:7](COCCOC)[S:8]([C:11]1[C:19]2[C:14](=[N:15][CH:16]=[CH:17][CH:18]=2)[S:13][C:12]=1[CH2:20][C:21]1[CH:26]=[CH:25][C:24]2[O:27][CH2:28][O:29][C:23]=2[CH:22]=1)(=[O:10])=[O:9].Cl. Product: [Cl:1][C:2]1[C:3]([CH3:36])=[N:4][O:5][C:6]=1[NH:7][S:8]([C:11]1[C:19]2[C:14](=[N:15][CH:16]=[CH:17][CH:18]=2)[S:13][C:12]=1[CH2:20][C:21]1[CH:26]=[CH:25][C:24]2[O:27][CH2:28][O:29][C:23]=2[CH:22]=1)(=[O:9])=[O:10]. The catalyst class is: 5. (3) Reactant: FC(F)(F)S(O[C:7]1[CH:12]=[CH:11][C:10]([N:13]2[CH:18]=[C:17]([O:19][CH3:20])[C:16](=[O:21])[C:15]([C:22]3[N:26]([C:27]4[CH:32]=[CH:31][CH:30]=[CH:29][CH:28]=4)[N:25]=[CH:24][CH:23]=3)=[N:14]2)=[C:9]([F:33])[CH:8]=1)(=O)=O.Cl.[F:37][C:38]1([F:43])[CH2:42][CH2:41][NH:40][CH2:39]1.CC1(C)C2C(=C(P(C3C=CC=CC=3)C3C=CC=CC=3)C=CC=2)OC2C(P(C3C=CC=CC=3)C3C=CC=CC=3)=CC=CC1=2.O(C(C)(C)C)[Na]. Product: [F:37][C:38]1([F:43])[CH2:42][CH2:41][N:40]([C:7]2[CH:12]=[CH:11][C:10]([N:13]3[CH:18]=[C:17]([O:19][CH3:20])[C:16](=[O:21])[C:15]([C:22]4[N:26]([C:27]5[CH:32]=[CH:31][CH:30]=[CH:29][CH:28]=5)[N:25]=[CH:24][CH:23]=4)=[N:14]3)=[C:9]([F:33])[CH:8]=2)[CH2:39]1. The catalyst class is: 488. (4) Reactant: [CH2:1]([O:3][C:4](=[O:25])[CH2:5][C:6]1[CH:11]=[CH:10][C:9]([O:12][CH3:13])=[C:8]([C:14]2[C:19]([CH2:20][NH:21][CH2:22][CH3:23])=[CH:18][C:17]([CH3:24])=[CH:16][N:15]=2)[CH:7]=1)[CH3:2].FC(F)(F)C([O-])=O.[CH2:33]([N:40]=[C:41]=[O:42])[C:34]1[CH:39]=[CH:38][CH:37]=[CH:36][CH:35]=1.C(N(CC)CC)C. Product: [CH2:1]([O:3][C:4](=[O:25])[CH2:5][C:6]1[CH:11]=[CH:10][C:9]([O:12][CH3:13])=[C:8]([C:14]2[C:19]([CH2:20][N:21]([CH2:22][CH3:23])[C:41]([NH:40][CH2:33][C:34]3[CH:39]=[CH:38][CH:37]=[CH:36][CH:35]=3)=[O:42])=[CH:18][C:17]([CH3:24])=[CH:16][N:15]=2)[CH:7]=1)[CH3:2]. The catalyst class is: 2.